From a dataset of Reaction yield outcomes from USPTO patents with 853,638 reactions. Predict the reaction yield, written as a fraction of the theoretical maximum amount of product (1.0 means a 100% yield; for example, 0.34 means a 34% yield). (1) The reactants are [Br:1][C:2]1[CH:7]=[C:6]([CH:8]2[O:13][CH2:12][CH2:11][N:10]([CH2:14][CH2:15][CH3:16])[CH2:9]2)[CH:5]=[CH:4][C:3]=1[OH:17].C(=O)([O-])[O-].[K+].[K+].[CH2:24](Br)[C:25]1[CH:30]=[CH:29][CH:28]=[CH:27][CH:26]=1. The catalyst is CN(C=O)C. The product is [CH2:24]([O:17][C:3]1[CH:4]=[CH:5][C:6]([CH:8]2[O:13][CH2:12][CH2:11][N:10]([CH2:14][CH2:15][CH3:16])[CH2:9]2)=[CH:7][C:2]=1[Br:1])[C:25]1[CH:30]=[CH:29][CH:28]=[CH:27][CH:26]=1. The yield is 1.00. (2) The catalyst is CN(C)C1C=CN=CC=1.CN(C=O)C. The product is [F:1][C:2]1[C:3]([NH:12][C:13]2[CH:18]=[CH:17][C:16]([I:19])=[CH:15][C:14]=2[F:20])=[C:4]([C:5]([N:39]2[CH2:40][C:37]([CH:35]([OH:34])[CH3:36])([OH:41])[CH2:38]2)=[O:7])[CH:8]=[CH:9][C:10]=1[F:11]. The yield is 0.650. The reactants are [F:1][C:2]1[C:3]([NH:12][C:13]2[CH:18]=[CH:17][C:16]([I:19])=[CH:15][C:14]=2[F:20])=[C:4]([CH:8]=[CH:9][C:10]=1[F:11])[C:5]([OH:7])=O.Cl.CN(C)CCCN=C=NCC.Cl.[OH:34][CH:35]([C:37]1([OH:41])[CH2:40][NH:39][CH2:38]1)[CH3:36].C(OCC)(=O)C. (3) The reactants are [C:1]([O:5][C:6]([N:8]1[CH2:12][CH2:11][CH:10]([CH:13]=O)[CH2:9]1)=[O:7])([CH3:4])([CH3:3])[CH3:2].[CH2:15]1COCC1. No catalyst specified. The product is [C:1]([O:5][C:6]([N:8]1[CH2:12][CH2:11][CH:10]([CH:13]=[CH2:15])[CH2:9]1)=[O:7])([CH3:4])([CH3:3])[CH3:2]. The yield is 0.700.